This data is from Full USPTO retrosynthesis dataset with 1.9M reactions from patents (1976-2016). The task is: Predict the reactants needed to synthesize the given product. (1) Given the product [F:1][C:2]1[CH:18]=[CH:17][C:5]([CH2:6][N:7]2[C:15]3[C:10](=[N:11][CH:12]=[CH:13][CH:14]=3)[C:9]([C:22]([NH:69][C@@H:68]3[CH2:67][CH2:66][O:65][CH2:64][C@H:63]3[CH3:62])=[O:40])=[CH:8]2)=[CH:4][CH:3]=1, predict the reactants needed to synthesize it. The reactants are: [F:1][C:2]1[CH:18]=[CH:17][C:5]([CH2:6][N:7]2[C:15]3[C:10](=[N:11][CH:12]=[CH:13][CH:14]=3)[C:9](I)=[CH:8]2)=[CH:4][CH:3]=1.CC1(C)C2C(=C(P(C3C=CC=CC=3)C3C=CC=CC=3)C=CC=2)[O:40][C:22]2C(P(C3C=CC=CC=3)C3C=CC=CC=3)=CC=CC1=2.Cl.[CH3:62][C@H:63]1[C@H:68]([NH2:69])[CH2:67][CH2:66][O:65][CH2:64]1. (2) Given the product [CH3:30][C:29]1[CH:28]=[CH:27][C:26]([NH:31][S:32]([CH2:35][CH2:36][CH3:37])(=[O:34])=[O:33])=[CH:25][C:24]=1[NH:23][C:2]1[C:7]([C:8]2[N:16]=[CH:15][N:14]=[C:13]3[C:9]=2[N:10]=[CH:11][N:12]3[CH:17]2[CH2:22][CH2:21][CH2:20][CH2:19][O:18]2)=[CH:6][CH:5]=[CH:4][N:3]=1, predict the reactants needed to synthesize it. The reactants are: F[C:2]1[C:7]([C:8]2[N:16]=[CH:15][N:14]=[C:13]3[C:9]=2[N:10]=[CH:11][N:12]3[CH:17]2[CH2:22][CH2:21][CH2:20][CH2:19][O:18]2)=[CH:6][CH:5]=[CH:4][N:3]=1.[NH2:23][C:24]1[CH:25]=[C:26]([NH:31][S:32]([CH2:35][CH2:36][CH3:37])(=[O:34])=[O:33])[CH:27]=[CH:28][C:29]=1[CH3:30]. (3) Given the product [N:24]1([CH2:2][CH2:3][CH2:4][O:5][C:6]2[CH:11]=[CH:10][C:9]([NH:12][CH:13]=[C:14]3[C:22]4[C:17](=[CH:18][CH:19]=[CH:20][CH:21]=4)[NH:16][C:15]3=[O:23])=[CH:8][CH:7]=2)[CH2:28][CH2:27][CH2:26][CH2:25]1, predict the reactants needed to synthesize it. The reactants are: I[CH2:2][CH2:3][CH2:4][O:5][C:6]1[CH:11]=[CH:10][C:9]([NH:12][CH:13]=[C:14]2[C:22]3[C:17](=[CH:18][CH:19]=[CH:20][CH:21]=3)[NH:16][C:15]2=[O:23])=[CH:8][CH:7]=1.[NH:24]1[CH2:28][CH2:27][CH2:26][CH2:25]1. (4) Given the product [CH:1]1[C:2]([CH2:10][C@@H:11]([NH2:28])[CH2:12][C:13]([N:15]2[CH2:27][C:19]3=[N:20][N:21]=[C:22]([C:23]([F:26])([F:25])[F:24])[N:18]3[CH2:17][CH2:16]2)=[O:14])=[C:3]([F:9])[CH:4]=[C:5]([F:8])[C:6]=1[F:7].[C:29]([O-:37])(=[O:36])[CH2:30][CH2:31][CH2:32][C:33]([O-:35])=[O:34], predict the reactants needed to synthesize it. The reactants are: [CH:1]1[C:2]([CH2:10][C@@H:11]([NH2:28])[CH2:12][C:13]([N:15]2[CH2:27][C:19]3=[N:20][N:21]=[C:22]([C:23]([F:26])([F:25])[F:24])[N:18]3[CH2:17][CH2:16]2)=[O:14])=[C:3]([F:9])[CH:4]=[C:5]([F:8])[C:6]=1[F:7].[C:29]([OH:37])(=[O:36])[CH2:30][CH2:31][CH2:32][C:33]([OH:35])=[O:34].